This data is from Full USPTO retrosynthesis dataset with 1.9M reactions from patents (1976-2016). The task is: Predict the reactants needed to synthesize the given product. (1) Given the product [CH2:1]([O:8][C:9]1[CH:10]=[C:11]([S:15][C:16]2[CH:21]=[CH:20][C:19]([CH2:22][CH2:23][C:24]([NH:42][C:43]([O:45][C:46]([CH3:48])([CH3:47])[CH3:49])=[O:44])([CH2:33][OH:34])[CH2:25][O:26][P:27]([O:29][CH3:30])([O:31][CH3:32])=[O:28])=[C:18]([Cl:50])[CH:17]=2)[CH:12]=[CH:13][CH:14]=1)[C:2]1[CH:7]=[CH:6][CH:5]=[CH:4][CH:3]=1, predict the reactants needed to synthesize it. The reactants are: [CH2:1]([O:8][C:9]1[CH:10]=[C:11]([S:15][C:16]2[CH:21]=[CH:20][C:19]([CH2:22][CH2:23][C:24]([NH:42][C:43]([O:45][C:46]([CH3:49])([CH3:48])[CH3:47])=[O:44])([CH2:33][O:34][Si](C(C)(C)C)(C)C)[CH2:25][O:26][P:27]([O:31][CH3:32])([O:29][CH3:30])=[O:28])=[C:18]([Cl:50])[CH:17]=2)[CH:12]=[CH:13][CH:14]=1)[C:2]1[CH:7]=[CH:6][CH:5]=[CH:4][CH:3]=1.[F-].C([N+](CCCC)(CCCC)CCCC)CCC.O. (2) Given the product [ClH:16].[NH2:19][C:17]1[N:18]=[C:3]([OH:2])[C:5]2[S:9][C:8]3[CH:10]=[CH:11][CH:12]=[CH:13][C:7]=3[C:6]=2[N:14]=1, predict the reactants needed to synthesize it. The reactants are: C[O:2][C:3]([C:5]1[S:9][C:8]2[CH:10]=[CH:11][CH:12]=[CH:13][C:7]=2[C:6]=1[NH2:14])=O.Cl.[Cl:16][C:17]([NH2:19])=[NH:18]. (3) Given the product [CH3:14][C:9]([CH3:15])([CH:8]([C:16]1[CH:21]=[CH:20][CH:19]=[CH:18][CH:17]=1)[C:5]1[CH:6]=[CH:7][C:2]([N:22]2[CH2:27][CH2:26][CH2:25][CH2:24][CH2:23]2)=[CH:3][CH:4]=1)[C:10]([O:12][CH3:13])=[O:11], predict the reactants needed to synthesize it. The reactants are: Br[C:2]1[CH:7]=[CH:6][C:5]([CH:8]([C:16]2[CH:21]=[CH:20][CH:19]=[CH:18][CH:17]=2)[C:9]([CH3:15])([CH3:14])[C:10]([O:12][CH3:13])=[O:11])=[CH:4][CH:3]=1.[NH:22]1[CH2:27][CH2:26][CH2:25][CH2:24][CH2:23]1.C(P(C(C)(C)C)C1C=CC=CC=1C1C=CC=CC=1)(C)(C)C.CC(C)([O-])C.[Na+]. (4) Given the product [CH3:18][O:19][C:20](=[O:33])[CH:21]([O:11][C:3]1[CH:4]=[CH:5][CH:6]=[C:7]([N+:8]([O-:10])=[O:9])[C:2]=1[Cl:1])[CH2:22][CH:23]=[CH2:24], predict the reactants needed to synthesize it. The reactants are: [Cl:1][C:2]1[C:7]([N+:8]([O-:10])=[O:9])=[CH:6][CH:5]=[CH:4][C:3]=1[OH:11].C(=O)([O-])[O-].[Cs+].[Cs+].[CH3:18][O:19][C:20](=[O:33])[CH:21](OS(C(F)(F)F)(=O)=O)[CH2:22][CH:23]=[CH2:24].[I-].[K+]. (5) Given the product [O:12]=[C:10]([C:6]1[CH:7]=[CH:8][CH:9]=[C:4]([O:3][C:2]([F:13])([F:14])[F:1])[CH:5]=1)[CH:11]=[O:15], predict the reactants needed to synthesize it. The reactants are: [F:1][C:2]([F:14])([F:13])[O:3][C:4]1[CH:5]=[C:6]([C:10](=[O:12])[CH3:11])[CH:7]=[CH:8][CH:9]=1.[OH2:15]. (6) Given the product [C:7]([O:10][C:11]1[CH:12]=[C:13]([C:17]2[CH:22]=[C:21]([C:23](=[O:32])[NH:24][C:25]3[CH:30]=[CH:29][C:28]([C:11]4[CH:12]=[CH:13][C:1]([OH:4])=[CH:15][CH:16]=4)=[CH:27][N:26]=3)[CH:20]=[CH:19][C:18]=2[O:33][CH3:34])[CH:14]=[CH:15][CH:16]=1)(=[O:9])[CH3:8], predict the reactants needed to synthesize it. The reactants are: [C:1](=[O:4])([O-])[O-].[K+].[K+].[C:7]([O:10][C:11]1[CH:12]=[C:13]([C:17]2[CH:22]=[C:21]([C:23](=[O:32])[NH:24][C:25]3[CH:30]=[CH:29][C:28](Br)=[CH:27][N:26]=3)[CH:20]=[CH:19][C:18]=2[O:33][CH3:34])[CH:14]=[CH:15][CH:16]=1)(=[O:9])[CH3:8]. (7) Given the product [Cl:25][C:26]1[CH:31]=[CH:30][CH:29]=[CH:28][C:27]=1[C:2]1[CH:11]=[C:10]([C:12]([O:14][CH3:15])=[O:13])[CH:9]=[C:8]2[C:3]=1[CH:4]=[CH:5][C:6](=[O:24])[N:7]2[C:16]1[C:21]([Cl:22])=[CH:20][CH:19]=[CH:18][C:17]=1[Cl:23], predict the reactants needed to synthesize it. The reactants are: Br[C:2]1[CH:11]=[C:10]([C:12]([O:14][CH3:15])=[O:13])[CH:9]=[C:8]2[C:3]=1[CH:4]=[CH:5][C:6](=[O:24])[N:7]2[C:16]1[C:21]([Cl:22])=[CH:20][CH:19]=[CH:18][C:17]=1[Cl:23].[Cl:25][C:26]1[CH:31]=[CH:30][CH:29]=[CH:28][C:27]=1B(O)O.C(=O)([O-])[O-].[Na+].[Na+].